From a dataset of Forward reaction prediction with 1.9M reactions from USPTO patents (1976-2016). Predict the product of the given reaction. (1) Given the reactants [Cl-].[Al+3].[Cl-].[Cl-].C[O:6][C:7]1[CH:12]=[C:11]([Cl:13])[CH:10]=[C:9]([O:14][CH3:15])[CH:8]=1.C[O:17][C:18]1[CH:23]=[CH:22][C:21]([CH2:24][C:25](Cl)=[O:26])=[CH:20][CH:19]=1, predict the reaction product. The product is: [Cl:13][C:11]1[C:10]2[C:25](=[O:26])[C:24]([C:21]3[CH:22]=[CH:23][C:18]([OH:17])=[CH:19][CH:20]=3)=[CH:15][O:14][C:9]=2[CH:8]=[C:7]([OH:6])[CH:12]=1. (2) Given the reactants [F:1][C:2]1[CH:3]=[C:4]2[C:8](=[CH:9][CH:10]=1)[NH:7][C:6](=[O:11])[CH:5]2[CH2:12][CH2:13][CH2:14][CH2:15]OS(C)(=O)=O.[C:21]1([N:27]2[CH2:32][CH2:31][NH:30][CH2:29][CH2:28]2)[CH:26]=[CH:25][CH:24]=[CH:23][CH:22]=1, predict the reaction product. The product is: [F:1][C:2]1[CH:3]=[C:4]2[C:8](=[CH:9][CH:10]=1)[NH:7][C:6](=[O:11])[CH:5]2[CH2:12][CH2:13][CH2:14][CH2:15][N:30]1[CH2:31][CH2:32][N:27]([C:21]2[CH:26]=[CH:25][CH:24]=[CH:23][CH:22]=2)[CH2:28][CH2:29]1. (3) Given the reactants C(C1C=CC(C2C=CC(O)=C(C3[NH:20][C:19]4[CH:21]=[CH:22][C:23]([C:25]#[N:26])=[CH:24][C:18]=4[N:17]=3)C=2)=CC=1)#N.[CH:27]([C:29]1[CH:30]=[C:31]([C:37]2[CH:44]=[CH:43][C:40]([C:41]#[N:42])=[CH:39][N:38]=2)[CH:32]=[CH:33][C:34]=1[O:35][CH3:36])=O.C(C1C=CC(C2C=C(OC)C(O)=C(C3NC4C=CC(C#N)=CC=4N=3)C=2)=CC=1)#N, predict the reaction product. The product is: [C:41]([C:40]1[CH:43]=[CH:44][C:37]([C:31]2[CH:32]=[CH:33][C:34]([O:35][CH3:36])=[C:29]([C:27]3[NH:20][C:19]4[CH:21]=[CH:22][C:23]([C:25]#[N:26])=[CH:24][C:18]=4[N:17]=3)[CH:30]=2)=[N:38][CH:39]=1)#[N:42].